The task is: Binary Classification. Given a drug SMILES string, predict its activity (active/inactive) in a high-throughput screening assay against a specified biological target.. This data is from Orexin1 receptor HTS with 218,158 compounds and 233 confirmed actives. (1) The drug is O(C(=O)Cn1c2c(nc1)cccc2)CC(=O)Nc1ccc(cc1)C(=O)C. The result is 0 (inactive). (2) The molecule is Brc1oc(C(=O)Nc2sc(c(n2)C)C)cc1. The result is 0 (inactive). (3) The compound is O=c1n(c(nc2c1cccc2)CNCCc1ccc(cc1)C)c1ccc(OC)cc1. The result is 0 (inactive).